The task is: Predict the reactants needed to synthesize the given product.. This data is from Full USPTO retrosynthesis dataset with 1.9M reactions from patents (1976-2016). (1) Given the product [Cl:1][C:2]1[C:7]([Cl:8])=[CH:6][C:5]2[N:9]([CH:10]3[CH2:15][CH2:14][N:13]([CH:16]4[CH2:17][CH2:18][O:19][CH2:20][CH2:21]4)[CH2:12][CH2:11]3)[C:23](=[O:24])[NH:22][C:4]=2[CH:3]=1, predict the reactants needed to synthesize it. The reactants are: [Cl:1][C:2]1[C:7]([Cl:8])=[CH:6][C:5]([NH:9][CH:10]2[CH2:15][CH2:14][N:13]([CH:16]3[CH2:21][CH2:20][O:19][CH2:18][CH2:17]3)[CH2:12][CH2:11]2)=[C:4]([NH2:22])[CH:3]=1.[C:23](Cl)(Cl)=[O:24].C(N(CC)CC)C. (2) Given the product [ClH:1].[N:2]12[CH2:9][CH2:8][CH:5]([CH2:6][CH2:7]1)[C@H:4]([NH:10][C:11]([C:13]1[O:14][C:15]3[C:21]([C:22]4[CH:30]=[CH:29][CH:28]=[C:24]([C:25]([N:35]([CH2:34][CH2:33][O:32][CH3:31])[CH3:36])=[O:26])[CH:23]=4)=[CH:20][CH:19]=[CH:18][C:16]=3[CH:17]=1)=[O:12])[CH2:3]2, predict the reactants needed to synthesize it. The reactants are: [ClH:1].[N:2]12[CH2:9][CH2:8][CH:5]([CH2:6][CH2:7]1)[C@H:4]([NH:10][C:11]([C:13]1[O:14][C:15]3[C:21]([C:22]4[CH:23]=[C:24]([CH:28]=[CH:29][CH:30]=4)[C:25](O)=[O:26])=[CH:20][CH:19]=[CH:18][C:16]=3[CH:17]=1)=[O:12])[CH2:3]2.[CH3:31][O:32][CH2:33][CH2:34][NH:35][CH3:36]. (3) Given the product [ClH:40].[ClH:40].[N:10]1([CH2:9][CH:8]([C:2]2([OH:1])[CH2:7][CH2:6][CH2:5][CH2:4][CH2:3]2)[C:23]2[CH:28]=[CH:27][C:26]([C:29]3[CH:34]=[CH:33][CH:32]=[C:31]([O:35][C:36]([F:39])([F:38])[F:37])[CH:30]=3)=[CH:25][CH:24]=2)[CH2:15][CH2:14][NH:13][CH2:12][CH2:11]1, predict the reactants needed to synthesize it. The reactants are: [OH:1][C:2]1([CH:8]([C:23]2[CH:28]=[CH:27][C:26]([C:29]3[CH:34]=[CH:33][CH:32]=[C:31]([O:35][C:36]([F:39])([F:38])[F:37])[CH:30]=3)=[CH:25][CH:24]=2)[CH2:9][N:10]2[CH2:15][CH2:14][N:13](C(OC(C)(C)C)=O)[CH2:12][CH2:11]2)[CH2:7][CH2:6][CH2:5][CH2:4][CH2:3]1.[ClH:40]. (4) Given the product [C:33]([C:25]1[CH:24]=[C:23]([C:21]2[O:20][N:19]=[C:18]([C:14]3[C:13]([CH3:35])=[C:12]4[C:17](=[CH:16][CH:15]=3)[CH:8]([CH2:7][C:6]([OH:43])=[O:5])[N:9]([C:36]([O:38][C:39]([CH3:40])([CH3:42])[CH3:41])=[O:37])[CH2:10][CH2:11]4)[N:22]=2)[CH:28]=[CH:27][C:26]=1[O:29][CH:30]([CH3:31])[CH3:32])#[N:34], predict the reactants needed to synthesize it. The reactants are: C([O:5][C:6](=[O:43])[CH2:7][CH:8]1[C:17]2[C:12](=[C:13]([CH3:35])[C:14]([C:18]3[N:22]=[C:21]([C:23]4[CH:28]=[CH:27][C:26]([O:29][CH:30]([CH3:32])[CH3:31])=[C:25]([C:33]#[N:34])[CH:24]=4)[O:20][N:19]=3)=[CH:15][CH:16]=2)[CH2:11][CH2:10][N:9]1[C:36]([O:38][C:39]([CH3:42])([CH3:41])[CH3:40])=[O:37])CCC.[OH-].[Na+]. (5) Given the product [CH3:14][N:12]([CH3:13])[C:4]1[N:3]=[C:2]([NH:15][C:16]2[CH:17]=[CH:18][C:19]([CH3:23])=[C:20]([OH:22])[CH:21]=2)[C:7]2=[CH:8][CH:9]=[CH:10][N:6]2[N:5]=1, predict the reactants needed to synthesize it. The reactants are: Cl[C:2]1[C:7]2=[CH:8][CH:9]=[CH:10][N:6]2[NH:5][C:4]([N:12]([CH3:14])[CH3:13])(N)[N:3]=1.[NH2:15][C:16]1[CH:21]=[C:20]([OH:22])[C:19]([CH3:23])=[CH:18][CH:17]=1. (6) The reactants are: [NH2:1][C@H:2]([C:8]([OH:10])=[O:9])[CH2:3][CH2:4][CH2:5][CH2:6][NH2:7].[BH:11]1[CH:16]2[CH2:17][CH2:18][CH2:19][CH:12]1[CH2:13][CH2:14][CH2:15]2. Given the product [BH:11]1[CH:16]2[CH2:17][CH2:18][CH2:19][CH:12]1[CH2:13][CH2:14][CH2:15]2.[NH2:1][C@H:2]([C:8]([OH:10])=[O:9])[CH2:3][CH2:4][CH2:5][CH2:6][NH2:7], predict the reactants needed to synthesize it.